From a dataset of Catalyst prediction with 721,799 reactions and 888 catalyst types from USPTO. Predict which catalyst facilitates the given reaction. (1) Reactant: [CH3:1][O:2][C:3]([C:5]1[C:10]2[CH:11]=[CH:12][NH:13][C:9]=2[CH:8]=[CH:7][N:6]=1)=[O:4].[Cl:14]N1C(=O)CCC1=O.O. Product: [Cl:14][C:11]1[C:10]2[C:5]([C:3]([O:2][CH3:1])=[O:4])=[N:6][CH:7]=[CH:8][C:9]=2[NH:13][CH:12]=1. The catalyst class is: 9. (2) The catalyst class is: 4. Product: [CH3:1][O:2][C:3]([C:5]1([C:8]2[O:12][N:11]=[C:10]([C:13]3[CH:18]=[CH:17][C:16]([O:19][Si:26]([C:29]([CH3:32])([CH3:31])[CH3:30])([CH3:28])[CH3:27])=[CH:15][CH:14]=3)[C:9]=2[C:20]2[CH:25]=[CH:24][CH:23]=[CH:22][CH:21]=2)[CH2:6][CH2:7]1)=[O:4]. Reactant: [CH3:1][O:2][C:3]([C:5]1([C:8]2[O:12][N:11]=[C:10]([C:13]3[CH:18]=[CH:17][C:16]([OH:19])=[CH:15][CH:14]=3)[C:9]=2[C:20]2[CH:25]=[CH:24][CH:23]=[CH:22][CH:21]=2)[CH2:7][CH2:6]1)=[O:4].[Si:26](Cl)([C:29]([CH3:32])([CH3:31])[CH3:30])([CH3:28])[CH3:27].CN1C=CN=C1. (3) Reactant: [NH2:1][CH2:2][C:3]([CH3:6])([OH:5])[CH3:4].[Br:7][C:8]1[N:9]=[C:10]([C:15]2[O:19][N:18]=[C:17]([C:20]3[CH:25]=[CH:24][C:23]([CH2:26]Cl)=[CH:22][CH:21]=3)[CH:16]=2)[C:11]([NH2:14])=[N:12][CH:13]=1.CCN(C(C)C)C(C)C. Product: [NH2:14][C:11]1[C:10]([C:15]2[O:19][N:18]=[C:17]([C:20]3[CH:25]=[CH:24][C:23]([CH2:26][NH:1][CH2:2][C:3]([CH3:6])([OH:5])[CH3:4])=[CH:22][CH:21]=3)[CH:16]=2)=[N:9][C:8]([Br:7])=[CH:13][N:12]=1. The catalyst class is: 37. (4) Reactant: [F:1][C:2]([F:32])([F:31])[C:3]1[CH:26]=[C:25]([C:27]([F:30])([F:29])[F:28])[CH:24]=[CH:23][C:4]=1[CH2:5][N:6]1[C:14]2[C:9](=[CH:10][C:11](/[CH:15]=[C:16]3/[C:17](=[O:22])[NH:18][C:19](=[O:21])[S:20]/3)=[CH:12][CH:13]=2)[CH:8]=[N:7]1.Cl[CH2:34][CH2:35][N:36]1[CH:40]=[N:39][CH:38]=[N:37]1.C([O-])([O-])=O.[K+].[K+]. Product: [F:32][C:2]([F:31])([F:1])[C:3]1[CH:26]=[C:25]([C:27]([F:29])([F:28])[F:30])[CH:24]=[CH:23][C:4]=1[CH2:5][N:6]1[C:14]2[C:9](=[CH:10][C:11](/[CH:15]=[C:16]3/[C:17](=[O:22])[N:18]([CH2:34][CH2:35][N:36]4[CH:40]=[N:39][CH:38]=[N:37]4)[C:19](=[O:21])[S:20]/3)=[CH:12][CH:13]=2)[CH:8]=[N:7]1. The catalyst class is: 3. (5) Reactant: Cl.[CH3:2][N:3]([CH:14]1[CH2:19][CH2:18][N:17]([C:20](=[O:29])[CH2:21][CH2:22][C:23]2[N:24]([CH3:28])[CH:25]=[CH:26][N:27]=2)[CH2:16][CH2:15]1)[CH2:4][CH2:5][NH:6]C(=O)OC(C)(C)C.C(=O)([O-])O.[Na+]. Product: [NH2:6][CH2:5][CH2:4][N:3]([CH3:2])[CH:14]1[CH2:15][CH2:16][N:17]([C:20](=[O:29])[CH2:21][CH2:22][C:23]2[N:24]([CH3:28])[CH:25]=[CH:26][N:27]=2)[CH2:18][CH2:19]1. The catalyst class is: 12. (6) Reactant: O=[CH:2][CH2:3][CH2:4][CH2:5][CH2:6][O:7][C:8]1[CH:17]=[CH:16][C:11]([C:12]([O:14][CH3:15])=[O:13])=[CH:10][CH:9]=1.Cl.[NH2:19][CH2:20][C:21]([O:23][CH2:24][C:25]1[CH:30]=[CH:29][CH:28]=[CH:27][CH:26]=1)=[O:22].C(O)(=O)C.C(O[BH-](OC(=O)C)OC(=O)C)(=O)C.[Na+].[OH-].[Na+]. Product: [CH2:24]([O:23][C:21](=[O:22])[CH2:20][NH:19][CH2:2][CH2:3][CH2:4][CH2:5][CH2:6][O:7][C:8]1[CH:17]=[CH:16][C:11]([C:12]([O:14][CH3:15])=[O:13])=[CH:10][CH:9]=1)[C:25]1[CH:30]=[CH:29][CH:28]=[CH:27][CH:26]=1. The catalyst class is: 26. (7) Reactant: [N:1]([C:4]1[CH:5]=[C:6]([CH:10]=[CH:11][C:12]=1[CH3:13])[C:7]([OH:9])=[O:8])=[N+:2]=[N-:3].[C:14]([O:18][CH3:19])(=[O:17])[C:15]#[CH:16].O. Product: [CH3:19][O:18][C:14]([C:15]1[N:3]=[N:2][N:1]([C:4]2[CH:5]=[C:6]([C:7]([OH:9])=[O:8])[CH:10]=[CH:11][C:12]=2[CH3:13])[CH:16]=1)=[O:17]. The catalyst class is: 44. (8) Reactant: [CH:1]1([CH2:7][C:8]2[CH:35]=[CH:34][C:11]([CH2:12][O:13][C:14]3[CH:22]=[CH:21][C:20]4[N:19]5[CH2:23][CH2:24][CH:25]([CH2:26][C:27]([O:29]C(C)(C)C)=[O:28])[C:18]5=[CH:17][C:16]=4[CH:15]=3)=[CH:10][C:9]=2[C:36]([F:39])([F:38])[F:37])[CH2:6][CH2:5][CH2:4][CH2:3][CH2:2]1.C1(SC)C=CC=CC=1.C(O)(C(F)(F)F)=O. Product: [CH:1]1([CH2:7][C:8]2[CH:35]=[CH:34][C:11]([CH2:12][O:13][C:14]3[CH:22]=[CH:21][C:20]4[N:19]5[CH2:23][CH2:24][CH:25]([CH2:26][C:27]([OH:29])=[O:28])[C:18]5=[CH:17][C:16]=4[CH:15]=3)=[CH:10][C:9]=2[C:36]([F:39])([F:37])[F:38])[CH2:6][CH2:5][CH2:4][CH2:3][CH2:2]1. The catalyst class is: 2. (9) Reactant: Cl.[C:2]([NH2:10])(=[NH:9])[C:3]1[CH:8]=[CH:7][CH:6]=[N:5][CH:4]=1.[Na].[CH3:12][O:13][C:14](=[O:23])[C:15]([CH:18](OC)OC)=[CH:16]O.O. Product: [CH3:12][O:13][C:14]([C:15]1[CH:16]=[N:9][C:2]([C:3]2[CH:4]=[N:5][CH:6]=[CH:7][CH:8]=2)=[N:10][CH:18]=1)=[O:23]. The catalyst class is: 3. (10) Reactant: [C:1]([O:5][C:6](=[O:17])[CH:7]([C:15]#[N:16])[C:8]1[CH:13]=[CH:12][CH:11]=[CH:10][C:9]=1[F:14])([CH3:4])([CH3:3])[CH3:2]. Product: [C:1]([O:5][C:6](=[O:17])[CH:7]([C:8]1[CH:13]=[CH:12][CH:11]=[CH:10][C:9]=1[F:14])[CH2:15][NH2:16])([CH3:4])([CH3:2])[CH3:3]. The catalyst class is: 227.